Dataset: Catalyst prediction with 721,799 reactions and 888 catalyst types from USPTO. Task: Predict which catalyst facilitates the given reaction. (1) Reactant: [CH2:1]([C:8]1[CH:13]=[CH:12][C:11]([C:14]2[CH:19]=[CH:18][C:17]([C:20]([OH:22])=O)=[CH:16][CH:15]=2)=[CH:10][CH:9]=1)[CH2:2][CH2:3][CH2:4][CH2:5][CH2:6][CH3:7].S(Cl)(Cl)=O.Cl.[NH2:28][OH:29]. Product: [OH:29][NH:28][C:20]([C:17]1[CH:18]=[CH:19][C:14]([C:11]2[CH:12]=[CH:13][C:8]([CH2:1][CH2:2][CH2:3][CH2:4][CH2:5][CH2:6][CH3:7])=[CH:9][CH:10]=2)=[CH:15][CH:16]=1)=[O:22]. The catalyst class is: 25. (2) Reactant: [CH3:1][C:2]1O[C:4](=[O:15])[C:5]2[C:11]([N+:12]([O-:14])=[O:13])=[CH:10][CH:9]=[CH:8][C:6]=2[N:7]=1.Cl.[NH2:17][CH:18]1[CH2:23][CH2:22][C:21](=[O:24])[NH:20][C:19]1=[O:25].CCCP1(OP(CCC)(=O)OP(CCC)(=O)O1)=O.C(NC1C=CC=C([N+]([O-])=O)C=1C(O)=O)(=O)C. Product: [CH3:1][C:2]1[N:17]([CH:18]2[CH2:23][CH2:22][C:21](=[O:24])[NH:20][C:19]2=[O:25])[C:4](=[O:15])[C:5]2[C:6](=[CH:8][CH:9]=[CH:10][C:11]=2[N+:12]([O-:14])=[O:13])[N:7]=1. The catalyst class is: 647. (3) Reactant: O[C:2]1([C:15]2[CH:16]=[N:17][CH:18]=[C:19]([C:21]([F:24])([F:23])[F:22])[CH:20]=2)[CH2:7][CH2:6][N:5]([C:8]([O:10][C:11]([CH3:14])([CH3:13])[CH3:12])=[O:9])[CH2:4][CH2:3]1.S(Cl)(Cl)=O. Product: [F:24][C:21]([F:22])([F:23])[C:19]1[CH:20]=[C:15]([C:2]2[CH2:7][CH2:6][N:5]([C:8]([O:10][C:11]([CH3:12])([CH3:14])[CH3:13])=[O:9])[CH2:4][CH:3]=2)[CH:16]=[N:17][CH:18]=1. The catalyst class is: 17. (4) Reactant: [F:1][C:2]([F:21])([C:11]([F:20])([F:19])[C:12]([F:18])([F:17])[C:13]([F:16])([F:15])[F:14])[CH2:3][CH2:4][S:5]([CH2:8][C:9]#[N:10])(=[O:7])=[O:6].N1CCCC1C(O)=O.C1O[C:33]2([CH2:38][CH2:37][C:36](=O)[CH2:35][CH2:34]2)[O:32]C1. Product: [O:32]=[C:33]1[CH2:38][CH2:37][CH:36]([CH:8]([S:5]([CH2:4][CH2:3][C:2]([F:1])([F:21])[C:11]([F:19])([F:20])[C:12]([F:17])([F:18])[C:13]([F:14])([F:15])[F:16])(=[O:7])=[O:6])[C:9]#[N:10])[CH2:35][CH2:34]1. The catalyst class is: 11. (5) Reactant: [O:1]1[C:6](=[O:7])[CH:5]=[CH:4][NH:3][C:2]1=[O:8].[CH3:9]I. Product: [CH3:9][N:3]1[CH:4]=[CH:5][C:6](=[O:7])[O:1][C:2]1=[O:8]. The catalyst class is: 21. (6) Reactant: [CH3:1][O:2][C:3]1[C:7]([C:8]2[CH:13]=[CH:12][CH:11]=[CH:10][N:9]=2)=[C:6]([NH2:14])[NH:5][N:4]=1.[O:15]1[C:19]2[CH:20]=[CH:21][C:22]([C:24](=O)[CH2:25][C:26](OCC)=[O:27])=[CH:23][C:18]=2[O:17][CH2:16]1.CC1C=CC(S(O)(=O)=O)=CC=1. Product: [O:15]1[C:19]2[CH:20]=[CH:21][C:22]([C:24]3[NH:14][C:6]4[N:5]([N:4]=[C:3]([O:2][CH3:1])[C:7]=4[C:8]4[CH:13]=[CH:12][CH:11]=[CH:10][N:9]=4)[C:26](=[O:27])[CH:25]=3)=[CH:23][C:18]=2[O:17][CH2:16]1. The catalyst class is: 114. (7) Reactant: [F:1][C:2]1[CH:3]=[C:4]([C:9]2[N:13]=[C:12]([NH2:14])[S:11][N:10]=2)[CH:5]=[CH:6][C:7]=1[F:8].[I:15][C:16]1[CH:24]=[CH:23][C:19]([C:20](Cl)=[O:21])=[CH:18][CH:17]=1.CN(C1C=CC=CN=1)C. Product: [F:1][C:2]1[CH:3]=[C:4]([C:9]2[N:13]=[C:12]([NH:14][C:20](=[O:21])[C:19]3[CH:23]=[CH:24][C:16]([I:15])=[CH:17][CH:18]=3)[S:11][N:10]=2)[CH:5]=[CH:6][C:7]=1[F:8]. The catalyst class is: 17.